This data is from Full USPTO retrosynthesis dataset with 1.9M reactions from patents (1976-2016). The task is: Predict the reactants needed to synthesize the given product. (1) Given the product [C:1]([O:5][C:6]([N:8]1[CH2:16][C:15]2[C:10](=[CH:11][C:12]([C:18]([F:21])([F:20])[F:19])=[C:13]([S:24][CH2:22][CH3:23])[CH:14]=2)[CH2:9]1)=[O:7])([CH3:4])([CH3:3])[CH3:2], predict the reactants needed to synthesize it. The reactants are: [C:1]([O:5][C:6]([N:8]1[CH2:16][C:15]2[C:10](=[CH:11][C:12]([C:18]([F:21])([F:20])[F:19])=[C:13](I)[CH:14]=2)[CH2:9]1)=[O:7])([CH3:4])([CH3:3])[CH3:2].[CH2:22]([SH:24])[CH3:23]. (2) Given the product [OH:36][C@:32]([C:29]1[CH:28]=[C:27]([CH3:26])[O:31][N:30]=1)([CH3:33])[C:34]#[C:35][C:2]1[CH:3]=[CH:4][C:5]2[CH:11]3[CH2:10][CH:9]([CH2:12]3)[N:8]3[C:13]([CH2:19][C:20]4([CH3:24])[CH2:23][O:22][CH2:21]4)=[C:14]([C:16]([NH2:18])=[O:17])[N:15]=[C:7]3[C:6]=2[CH:25]=1, predict the reactants needed to synthesize it. The reactants are: Br[C:2]1[CH:3]=[CH:4][C:5]2[CH:11]3[CH2:12][CH:9]([CH2:10]3)[N:8]3[C:13]([CH2:19][C:20]4([CH3:24])[CH2:23][O:22][CH2:21]4)=[C:14]([C:16]([NH2:18])=[O:17])[N:15]=[C:7]3[C:6]=2[CH:25]=1.[CH3:26][C:27]1[O:31][N:30]=[C:29]([C@:32]([OH:36])([C:34]#[CH:35])[CH3:33])[CH:28]=1. (3) Given the product [Br:33][C:34]1[C:35]2[N:36]([CH:18]=[C:17]([C:14]3[CH:15]=[CH:16][C:11]([CH2:10][C@H:9]([NH:5][C:6](=[O:8])[O:7][C:11]([CH3:16])([CH3:12])[CH3:10])[CH2:21][N:22]4[C:23](=[O:32])[C:24]5[C:29](=[CH:28][CH:27]=[CH:26][CH:25]=5)[C:30]4=[O:31])=[CH:12][CH:13]=3)[N:40]=2)[CH:37]=[CH:38][CH:39]=1, predict the reactants needed to synthesize it. The reactants are: CC([N:5]([C@H:9]([CH2:21][N:22]1[C:30](=[O:31])[C:29]2[C:24](=[CH:25][CH:26]=[CH:27][CH:28]=2)[C:23]1=[O:32])[CH2:10][C:11]1[CH:16]=[CH:15][C:14]([C:17](=O)[CH2:18]Br)=[CH:13][CH:12]=1)[C:6](=[O:8])[O-:7])(C)C.[Br:33][C:34]1[C:35]([NH2:40])=[N:36][CH:37]=[CH:38][CH:39]=1.C(=O)(O)[O-].[Na+]. (4) Given the product [C:20]([C:7]1([OH:6])[CH2:12][CH2:11][CH2:10][N:9]([C:13]([O:15][C:16]([CH3:19])([CH3:18])[CH3:17])=[O:14])[CH2:8]1)#[N:21], predict the reactants needed to synthesize it. The reactants are: OS([O-])=O.[Na+].[O:6]=[C:7]1[CH2:12][CH2:11][CH2:10][N:9]([C:13]([O:15][C:16]([CH3:19])([CH3:18])[CH3:17])=[O:14])[CH2:8]1.[C-:20]#[N:21].[K+]. (5) Given the product [F:1][C:2]1[CH:7]=[CH:6][C:5]([CH2:8][C:9]2[CH:18]=[C:17]3[C:12]([C:13]([OH:25])=[C:14]([C:20]([NH:29][CH2:28][C@@H:27]([OH:30])[CH3:26])=[O:21])[C:15](=[O:19])[NH:16]3)=[N:11][CH:10]=2)=[CH:4][CH:3]=1, predict the reactants needed to synthesize it. The reactants are: [F:1][C:2]1[CH:7]=[CH:6][C:5]([CH2:8][C:9]2[CH:18]=[C:17]3[C:12]([C:13]([OH:25])=[C:14]([C:20](OCC)=[O:21])[C:15](=[O:19])[NH:16]3)=[N:11][CH:10]=2)=[CH:4][CH:3]=1.[CH3:26][C@H:27]([OH:30])[CH2:28][NH2:29]. (6) Given the product [ClH:34].[F:1][C:2]1[CH:28]=[C:27]([N:29]2[CH:33]=[N:32][N:31]=[N:30]2)[CH:26]=[CH:25][C:3]=1[O:4][CH2:5][C:6]1[CH:11]=[CH:10][N:9]=[C:8]([CH:12]2[CH2:17][CH2:16][NH:15][CH2:14][CH2:13]2)[N:7]=1, predict the reactants needed to synthesize it. The reactants are: [F:1][C:2]1[CH:28]=[C:27]([N:29]2[CH:33]=[N:32][N:31]=[N:30]2)[CH:26]=[CH:25][C:3]=1[O:4][CH2:5][C:6]1[CH:11]=[CH:10][N:9]=[C:8]([CH:12]2[CH2:17][CH2:16][N:15](C(OC(C)(C)C)=O)[CH2:14][CH2:13]2)[N:7]=1.[ClH:34].